Dataset: Full USPTO retrosynthesis dataset with 1.9M reactions from patents (1976-2016). Task: Predict the reactants needed to synthesize the given product. (1) The reactants are: [CH:1]12[CH2:7][CH:6]1[CH2:5][CH2:4][C@H:3]([C:8]([O:10]CC)=[O:9])[N:2]2[C:13]([O:15][C:16]([CH3:19])([CH3:18])[CH3:17])=[O:14].O1CCOCC1.O[Li].O. Given the product [C:16]([O:15][C:13]([N:2]1[CH:3]([C:8]([OH:10])=[O:9])[CH2:4][CH2:5][CH:6]2[CH:1]1[CH2:7]2)=[O:14])([CH3:19])([CH3:17])[CH3:18], predict the reactants needed to synthesize it. (2) The reactants are: C(O)(=O)C.[CH2:5]([O:7][C:8]1[CH:13]=[CH:12][C:11]([O:14]B(O)O)=[C:10]([C:18]([F:21])([F:20])[F:19])[CH:9]=1)[CH3:6].O.OO.S([O-])(O)=O.[Na+]. Given the product [CH2:5]([O:7][C:8]1[CH:13]=[CH:12][C:11]([OH:14])=[C:10]([C:18]([F:19])([F:20])[F:21])[CH:9]=1)[CH3:6], predict the reactants needed to synthesize it. (3) The reactants are: Br[C:2]1[CH:7]=[CH:6][C:5]([F:8])=[CH:4][C:3]=1[CH:9]=[CH2:10].[Li]CCCC.CN(C)[CH:18]=[O:19]. Given the product [F:8][C:5]1[CH:6]=[CH:7][C:2]([CH:18]=[O:19])=[C:3]([CH:9]=[CH2:10])[CH:4]=1, predict the reactants needed to synthesize it.